This data is from Forward reaction prediction with 1.9M reactions from USPTO patents (1976-2016). The task is: Predict the product of the given reaction. (1) Given the reactants [F:1][C:2]1[CH:7]=[CH:6][C:5]([C:8]2[CH2:13][CH2:12][CH2:11][CH2:10][C:9]=2OS(C(F)(F)F)(=O)=O)=[CH:4][CH:3]=1.[Cl:22][C:23]1[CH:28]=[C:27](B2OC(C)(C)C(C)(C)O2)[CH:26]=[CH:25][N:24]=1.C(=O)([O-])[O-].[Na+].[Na+].CN(C=O)C, predict the reaction product. The product is: [Cl:22][C:23]1[CH:28]=[C:27]([C:9]2[CH2:10][CH2:11][CH2:12][CH2:13][C:8]=2[C:5]2[CH:6]=[CH:7][C:2]([F:1])=[CH:3][CH:4]=2)[CH:26]=[CH:25][N:24]=1. (2) Given the reactants [C:1]([O:5][C:6](=[O:19])[NH:7][C:8]1[CH:13]=[C:12](Cl)[C:11]([F:15])=[CH:10][C:9]=1[N+:16]([O-:18])=[O:17])([CH3:4])([CH3:3])[CH3:2].[NH:20]([CH3:22])[CH3:21], predict the reaction product. The product is: [C:1]([O:5][C:6](=[O:19])[NH:7][C:8]1[CH:13]=[C:12]([N:20]([CH3:22])[CH3:21])[C:11]([F:15])=[CH:10][C:9]=1[N+:16]([O-:18])=[O:17])([CH3:4])([CH3:3])[CH3:2]. (3) Given the reactants N[C:2]1[CH:7]=[CH:6][CH:5]=[CH:4][C:3]=1[OH:8].[NH:9]([C:18](OC(C)(C)C)=O)[C@H:10]([C:15]([OH:17])=O)[C:11]([CH3:14])([CH3:13])[CH3:12], predict the reaction product. The product is: [C:11]([C:2]1[C:3]([OH:8])=[C:4]([CH:5]=[CH:6][CH:7]=1)[CH2:18][NH:9][C@@H:10]([C:11]([CH3:12])([CH3:13])[CH3:14])[C:15]([N:9]([CH3:18])[CH3:10])=[O:17])([CH3:14])([CH3:13])[CH3:12]. (4) Given the reactants [CH3:1][C:2]1[N:11]=[C:10]2[C:5]([C:6](=[CH2:19])[CH2:7][CH2:8][N:9]2[C:12]([O:14][C:15]([CH3:18])([CH3:17])[CH3:16])=[O:13])=[CH:4][CH:3]=1, predict the reaction product. The product is: [CH3:19][CH:6]1[C:5]2[C:10](=[N:11][C:2]([CH3:1])=[CH:3][CH:4]=2)[N:9]([C:12]([O:14][C:15]([CH3:16])([CH3:18])[CH3:17])=[O:13])[CH2:8][CH2:7]1. (5) Given the reactants C1(P(C2C=CC=CC=2)C2C=CC3C(=CC=CC=3)C=2C2C3C(=CC=CC=3)C=CC=2P(C2C=CC=CC=2)C2C=CC=CC=2)C=CC=CC=1.I[C:48]1[CH:53]=[CH:52][C:51]([O:54][CH:55]2[CH2:60][CH2:59][N:58]([C:61]([O:63][C:64]([CH3:67])([CH3:66])[CH3:65])=[O:62])[CH2:57][CH2:56]2)=[CH:50][CH:49]=1.[N:68]1([C:74]([O:76][CH2:77][C:78]2[CH:83]=[CH:82][CH:81]=[CH:80][CH:79]=2)=[O:75])[CH2:73][CH2:72][NH:71][CH2:70][CH2:69]1.CC(C)([O-])C.[Na+], predict the reaction product. The product is: [CH3:65][C:64]([O:63][C:61]([N:58]1[CH2:59][CH2:60][CH:55]([O:54][C:51]2[CH:52]=[CH:53][C:48]([N:71]3[CH2:70][CH2:69][N:68]([C:74]([O:76][CH2:77][C:78]4[CH:83]=[CH:82][CH:81]=[CH:80][CH:79]=4)=[O:75])[CH2:73][CH2:72]3)=[CH:49][CH:50]=2)[CH2:56][CH2:57]1)=[O:62])([CH3:67])[CH3:66]. (6) Given the reactants C1(P(N=[N+]=[N-])([C:9]2[CH:14]=[CH:13]C=CC=2)=O)C=CC=CC=1.[CH2:18]1[CH2:22]OC[CH2:19]1.C(OCC)C.COCCOC.[CH2:34]([N:36](CC)CC)[CH3:35], predict the reaction product. The product is: [CH:18]([N:36]([CH:14]([CH3:13])[CH3:9])[CH2:34][CH3:35])([CH3:22])[CH3:19]. (7) Given the reactants [OH-].[Li+].[CH3:3][C:4]([O:7][C@H:8]([CH3:43])[C@@H:9]([C:39]([O:41]C)=[O:40])[NH:10][C:11]([C:13]1[CH:18]=[CH:17][C:16]([C:19]2[CH:24]=[CH:23][CH:22]=[C:21]([F:25])[CH:20]=2)=[CH:15][C:14]=1[NH:26][C:27]([NH:29][C:30]1[C:35]([CH3:36])=[CH:34][C:33]([CH3:37])=[CH:32][C:31]=1[CH3:38])=[O:28])=[O:12])([CH3:6])[CH3:5].CO.O, predict the reaction product. The product is: [CH3:6][C:4]([O:7][C@H:8]([CH3:43])[C@@H:9]([C:39]([OH:41])=[O:40])[NH:10][C:11]([C:13]1[CH:18]=[CH:17][C:16]([C:19]2[CH:24]=[CH:23][CH:22]=[C:21]([F:25])[CH:20]=2)=[CH:15][C:14]=1[NH:26][C:27]([NH:29][C:30]1[C:31]([CH3:38])=[CH:32][C:33]([CH3:37])=[CH:34][C:35]=1[CH3:36])=[O:28])=[O:12])([CH3:3])[CH3:5]. (8) Given the reactants [N:1]1(C(OCC2C=CC=CC=2)=O)[CH2:5][CH2:4][CH:3]([C:6]([O:8][C:9]([CH3:12])([CH3:11])[CH3:10])=[O:7])[N:2]1C(OCC1C=CC=CC=1)=O.N#N, predict the reaction product. The product is: [NH:1]1[CH2:5][CH2:4][CH:3]([C:6]([O:8][C:9]([CH3:12])([CH3:11])[CH3:10])=[O:7])[NH:2]1. (9) Given the reactants [Li+].[OH-].[C:3]1([C:12]([O:14]CC)=[O:13])[C:8]2[CH2:9][CH2:10][CH2:11][C:7]=2[CH:6]=[CH:5][N:4]=1, predict the reaction product. The product is: [C:3]1([C:12]([OH:14])=[O:13])[C:8]2[CH2:9][CH2:10][CH2:11][C:7]=2[CH:6]=[CH:5][N:4]=1.